From a dataset of Full USPTO retrosynthesis dataset with 1.9M reactions from patents (1976-2016). Predict the reactants needed to synthesize the given product. (1) The reactants are: [OH:1][C@H:2]1[C:10]2[C:5](=[CH:6][CH:7]=[CH:8][CH:9]=2)[CH2:4][C@:3]1([CH2:20][C:21]1[CH:29]=[CH:28][C:24]([C:25]([OH:27])=[O:26])=[CH:23][CH:22]=1)[C:11]1[CH2:12][C:13]2[C:18]([CH:19]=1)=[CH:17][CH:16]=[CH:15][CH:14]=2.[C:30]([O-])([O-])=O.[K+].[K+].CI. Given the product [OH:1][C@H:2]1[C:10]2[C:5](=[CH:6][CH:7]=[CH:8][CH:9]=2)[CH2:4][C@:3]1([CH2:20][C:21]1[CH:29]=[CH:28][C:24]([C:25]([O:27][CH3:30])=[O:26])=[CH:23][CH:22]=1)[C:11]1[CH2:12][C:13]2[C:18]([CH:19]=1)=[CH:17][CH:16]=[CH:15][CH:14]=2, predict the reactants needed to synthesize it. (2) Given the product [ClH:1].[CH3:2][N:3]1[CH2:16][CH2:15][C:6]2[NH:7][C:8]3[CH:9]=[CH:10][C:11]([CH3:14])=[CH:12][C:13]=3[C:5]=2[CH2:4]1, predict the reactants needed to synthesize it. The reactants are: [ClH:1].[CH3:2][N:3]1[CH2:16][CH2:15][C:6]2[NH:7][C:8]3[CH:9]=[CH:10][C:11]([CH3:14])=[CH:12][C:13]=3[C:5]=2[CH2:4]1.